From a dataset of Forward reaction prediction with 1.9M reactions from USPTO patents (1976-2016). Predict the product of the given reaction. (1) Given the reactants [N:1]1([CH2:8][CH2:9][CH2:10][O:11][C:12]2[CH:17]=[CH:16][C:15]([CH2:18][CH2:19][N:20]3[CH2:25][CH2:24][N:23]([C:26]4[CH:27]=[C:28]([CH2:42][C:43]5[CH:48]=[CH:47][CH:46]=[CH:45][CH:44]=5)[CH:29]=[C:30]5[C:35]=4[N:34]=[C:33]([CH2:36][CH2:37][C:38]([O:40]C)=[O:39])[CH:32]=[CH:31]5)[CH2:22][CH2:21]3)=[CH:14][CH:13]=2)[CH2:7][CH2:6][CH2:5][CH2:4][CH2:3][CH2:2]1.[OH-].[Na+].Cl, predict the reaction product. The product is: [CH:38]([OH:40])=[O:39].[N:1]1([CH2:8][CH2:9][CH2:10][O:11][C:12]2[CH:13]=[CH:14][C:15]([CH2:18][CH2:19][N:20]3[CH2:25][CH2:24][N:23]([C:26]4[CH:27]=[C:28]([CH2:42][C:43]5[CH:48]=[CH:47][CH:46]=[CH:45][CH:44]=5)[CH:29]=[C:30]5[C:35]=4[N:34]=[C:33]([CH2:36][CH2:37][C:38]([OH:40])=[O:39])[CH:32]=[CH:31]5)[CH2:22][CH2:21]3)=[CH:16][CH:17]=2)[CH2:7][CH2:6][CH2:5][CH2:4][CH2:3][CH2:2]1. (2) Given the reactants [C:1]1([N:7]2[C:11]3[N:12]=[CH:13][CH:14]=[N:15][C:10]=3[N:9]=[CH:8]2)[CH:6]=[CH:5][CH:4]=[CH:3][CH:2]=1.[F:16][B-:17]([F:20])([F:19])[F:18].[CH3:21][O+](C)C, predict the reaction product. The product is: [F:16][B-:17]([F:20])([F:19])[F:18].[C:1]1([N+:7]2[C:11]3[N:12]=[CH:13][CH:14]=[N:15][C:10]=3[N:9]([CH3:21])[CH:8]=2)[CH:2]=[CH:3][CH:4]=[CH:5][CH:6]=1.